This data is from Forward reaction prediction with 1.9M reactions from USPTO patents (1976-2016). The task is: Predict the product of the given reaction. (1) Given the reactants CN(OC)[C:3]([C:5]1[S:6][C:7]2[CH:13]=[C:12]([C:14]([F:17])([F:16])[F:15])[CH:11]=[CH:10][C:8]=2[CH:9]=1)=[O:4].[CH2:20]([Mg]Cl)[CH2:21][CH2:22][CH3:23], predict the reaction product. The product is: [F:15][C:14]([F:17])([F:16])[C:12]1[CH:11]=[CH:10][C:8]2[CH:9]=[C:5]([C:3](=[O:4])[CH2:20][CH2:21][CH2:22][CH3:23])[S:6][C:7]=2[CH:13]=1. (2) The product is: [Br:10][C:11]1[CH:19]=[CH:18][C:14]([C:15]([NH:1][C:2]2([C:7](=[O:8])[NH2:9])[CH2:6][CH2:5][CH2:4][CH2:3]2)=[O:16])=[CH:13][CH:12]=1. Given the reactants [NH2:1][C:2]1([C:7]([NH2:9])=[O:8])[CH2:6][CH2:5][CH2:4][CH2:3]1.[Br:10][C:11]1[CH:19]=[CH:18][C:14]([C:15](O)=[O:16])=[CH:13][CH:12]=1.CCN=C=NCCCN(C)C.C1C=CC2N(O)N=NC=2C=1.CCN(C(C)C)C(C)C, predict the reaction product. (3) Given the reactants [C:1]([O:5][C:6](=[O:23])[CH2:7][CH2:8][N:9]([C:15]1[CH:20]=[CH:19][C:18]([Cl:21])=[C:17]([Cl:22])[CH:16]=1)[CH2:10][C:11](OC)=[O:12])([CH3:4])([CH3:3])[CH3:2].[Li+].[BH4-].OS([O-])(=O)=O.[K+], predict the reaction product. The product is: [C:1]([O:5][C:6](=[O:23])[CH2:7][CH2:8][N:9]([C:15]1[CH:20]=[CH:19][C:18]([Cl:21])=[C:17]([Cl:22])[CH:16]=1)[CH2:10][CH2:11][OH:12])([CH3:4])([CH3:2])[CH3:3]. (4) Given the reactants [NH2:1][CH:2]1[CH2:7][CH2:6][N:5]([CH2:8][CH:9]([N:11]2[C:20]3[C:15](=[CH:16][CH:17]=[C:18]([O:21][CH3:22])[CH:19]=3)[N:14]=[CH:13][C:12]2=[O:23])[CH3:10])[CH2:4][CH2:3]1.[O:24]=[C:25]1[CH2:30][O:29][C:28]2[CH:31]=[CH:32][C:33]([CH:35]=O)=[N:34][C:27]=2[NH:26]1.C(O[BH-](OC(=O)C)OC(=O)C)(=O)C.[Na+], predict the reaction product. The product is: [CH3:22][O:21][C:18]1[CH:19]=[C:20]2[C:15]([N:14]=[CH:13][C:12](=[O:23])[N:11]2[CH:9]([CH3:10])[CH2:8][N:5]2[CH2:6][CH2:7][CH:2]([NH:1][CH2:35][C:33]3[CH:32]=[CH:31][C:28]4[O:29][CH2:30][C:25](=[O:24])[NH:26][C:27]=4[N:34]=3)[CH2:3][CH2:4]2)=[CH:16][CH:17]=1. (5) Given the reactants [NH2:1][C@@H:2]1[CH2:8][CH2:7][C@@H:6]2[NH:9][C@@:3]1([C:10]1[CH:15]=[CH:14][CH:13]=[CH:12][CH:11]=1)[CH2:4][CH2:5]2.[CH:16]1([O:19][C:20]2[CH:27]=[CH:26][C:25]([N:28]3[C:32]([C:33]([F:36])([F:35])[F:34])=[N:31][N:30]=[N:29]3)=[CH:24][C:21]=2[CH:22]=O)[CH2:18][CH2:17]1.C(O[BH-](OC(=O)C)OC(=O)C)(=O)C.[Na+].Cl, predict the reaction product. The product is: [CH:16]1([O:19][C:20]2[CH:27]=[CH:26][C:25]([N:28]3[C:32]([C:33]([F:34])([F:35])[F:36])=[N:31][N:30]=[N:29]3)=[CH:24][C:21]=2[CH2:22][NH:1][C@@H:2]2[CH2:8][CH2:7][C@@H:6]3[NH:9][C@@:3]2([C:10]2[CH:15]=[CH:14][CH:13]=[CH:12][CH:11]=2)[CH2:4][CH2:5]3)[CH2:18][CH2:17]1. (6) Given the reactants C(O)(=O)C.[C:5]([C:8]1[N:13]=[CH:12][C:11]([NH:14][C:15](=[O:17])[CH3:16])=[CH:10][CH:9]=1)(=[NH:7])[NH2:6].C([O:20][C:21](=O)[CH:22]([Cl:26])[C:23]([CH3:25])=O)C.C(=O)([O-])[O-].[Na+].[Na+], predict the reaction product. The product is: [Cl:26][C:22]1[C:21]([OH:20])=[N:7][C:5]([C:8]2[N:13]=[CH:12][C:11]([NH:14][C:15](=[O:17])[CH3:16])=[CH:10][CH:9]=2)=[N:6][C:23]=1[CH3:25]. (7) Given the reactants Cl.Cl.[NH:3]1[CH2:8][CH2:7][CH:6]([CH2:9][CH2:10][CH2:11][CH2:12][NH:13][C:14](=[O:23])[CH:15]=[CH:16][C:17]2[CH:18]=[N:19][CH:20]=[CH:21][CH:22]=2)[CH2:5][CH2:4]1.C(=O)([O-])[O-].[K+].[K+].[CH2:30](Br)[C:31]1[CH:36]=[CH:35][CH:34]=[CH:33][CH:32]=1, predict the reaction product. The product is: [CH2:30]([N:3]1[CH2:8][CH2:7][CH:6]([CH2:9][CH2:10][CH2:11][CH2:12][NH:13][C:14](=[O:23])[CH:15]=[CH:16][C:17]2[CH:18]=[N:19][CH:20]=[CH:21][CH:22]=2)[CH2:5][CH2:4]1)[C:31]1[CH:36]=[CH:35][CH:34]=[CH:33][CH:32]=1. (8) Given the reactants Cl.[NH:2]([CH2:4][C:5]([O:7][CH2:8][CH3:9])=[O:6])[NH2:3].C([O-])(O)=O.[Na+].[CH3:15][C:16]([CH3:23])([CH3:22])[C:17](=O)[CH2:18][C:19]#[N:20], predict the reaction product. The product is: [NH2:20][C:19]1[N:2]([CH2:4][C:5]([O:7][CH2:8][CH3:9])=[O:6])[N:3]=[C:17]([C:16]([CH3:23])([CH3:22])[CH3:15])[CH:18]=1.